This data is from Forward reaction prediction with 1.9M reactions from USPTO patents (1976-2016). The task is: Predict the product of the given reaction. (1) Given the reactants [CH3:1][O:2][CH2:3][CH2:4][CH2:5][S:6]([C:9]1[CH:14]=[CH:13][C:12]([C:15]2[CH:20]=[CH:19][C:18]([CH2:21][C:22](O)=[O:23])=[CH:17][CH:16]=2)=[CH:11][CH:10]=1)(=[O:8])=[O:7].[BH4-].[Na+].B(F)(F)F.CCOCC.[OH-].[Na+], predict the reaction product. The product is: [CH3:1][O:2][CH2:3][CH2:4][CH2:5][S:6]([C:9]1[CH:14]=[CH:13][C:12]([C:15]2[CH:16]=[CH:17][C:18]([CH2:21][CH2:22][OH:23])=[CH:19][CH:20]=2)=[CH:11][CH:10]=1)(=[O:7])=[O:8]. (2) Given the reactants [F:1][C:2]1([F:17])[CH2:6][CH2:5][CH:4]([C:7]([O:9]CC2C=CC=CC=2)=[O:8])[CH2:3]1, predict the reaction product. The product is: [F:1][C:2]1([F:17])[CH2:6][CH2:5][CH:4]([C:7]([OH:9])=[O:8])[CH2:3]1. (3) Given the reactants CC(C)CCN.[N:7]1[CH:8]=[CH:9][N:10]2[CH:15]=[CH:14][C:13]([CH2:16][NH:17][C:18](=[O:28])[NH:19][C:20]3[S:21][C:22]([C:25]([OH:27])=O)=[CH:23][N:24]=3)=[CH:12][C:11]=12.[N+:29]([C:32]1C=[CH:39][C:35](C(O)=O)=[CH:34][CH:33]=1)([O-])=O, predict the reaction product. The product is: [N:7]1[CH:8]=[CH:9][N:10]2[CH:15]=[CH:14][C:13]([CH2:16][NH:17][C:18]([NH:19][C:20]3[S:21][C:22]([C:25]([N:29]4[CH2:32][CH2:33][CH2:34][CH2:35][CH2:39]4)=[O:27])=[CH:23][N:24]=3)=[O:28])=[CH:12][C:11]=12. (4) Given the reactants FC1C=CC(NC2[O:10]C(C3C=CC(C#N)=CC=3)=CN=2)=CC=1.C(OP(C(C1C=CC(CBr)=CC=1Br)(F)F)(=O)OCC)C.[CH2:42]([O:44][P:45]([C:50]([C:53]1[CH:58]=[CH:57][C:56]([CH2:59][N:60]([C:68]2[O:69][C:70]([C:73]3[CH:78]=[CH:77][C:76]([C:79]#[N:80])=[CH:75][CH:74]=3)=[CH:71][N:72]=2)[C:61]2[CH:66]=[CH:65][C:64]([F:67])=[CH:63][CH:62]=2)=[CH:55][C:54]=1[Br:81])([F:52])[F:51])(=[O:49])[O:46][CH2:47][CH3:48])[CH3:43].C(=O)([O-])[O-].[K+].[K+].OO, predict the reaction product. The product is: [CH2:42]([O:44][P:45]([C:50]([C:53]1[CH:58]=[CH:57][C:56]([CH2:59][N:60]([C:68]2[O:69][C:70]([C:73]3[CH:74]=[CH:75][C:76]([C:79]#[N:80])=[CH:77][CH:78]=3)=[CH:71][N:72]=2)[C:61]2[CH:62]=[CH:63][C:64]([F:67])=[CH:65][CH:66]=2)=[CH:55][C:54]=1[Br:81])([F:51])[F:52])(=[O:49])[O:46][CH2:47][CH3:48])[CH3:43].[CH2:42]([O:44][P:45]([C:50]([C:53]1[CH:58]=[CH:57][C:56]([CH2:59][N:60]([C:68]2[O:69][C:70]([C:73]3[CH:74]=[CH:75][C:76]([C:79](=[O:10])[NH2:80])=[CH:77][CH:78]=3)=[CH:71][N:72]=2)[C:61]2[CH:62]=[CH:63][C:64]([F:67])=[CH:65][CH:66]=2)=[CH:55][C:54]=1[Br:81])([F:51])[F:52])(=[O:49])[O:46][CH2:47][CH3:48])[CH3:43]. (5) Given the reactants Cl.[CH:2]([N:5]1[C:20]2[C:15](=[CH:16][CH:17]=[CH:18][CH:19]=2)[C:7]([CH2:8][C@@H:9]([C:11]([O:13][CH3:14])=[O:12])[NH2:10])=[CH:6]1)([CH3:4])[CH3:3].C(N(CC)CC)C.[F:28][C:29]1[CH:39]=[CH:38][CH:37]=[CH:36][C:30]=1[CH:31]=[CH:32][C:33](O)=[O:34].CCN=C=NCCCN(C)C.Cl, predict the reaction product. The product is: [F:28][C:29]1[CH:39]=[CH:38][CH:37]=[CH:36][C:30]=1[CH:31]=[CH:32][C:33]([NH:10][C@H:9]([C:11]([O:13][CH3:14])=[O:12])[CH2:8][C:7]1[C:15]2[C:20](=[CH:19][CH:18]=[CH:17][CH:16]=2)[N:5]([CH:2]([CH3:4])[CH3:3])[CH:6]=1)=[O:34]. (6) Given the reactants Br[C:2]1[CH:7]=[CH:6][C:5]([N+:8]([O-:10])=[O:9])=[CH:4][C:3]=1[O:11][CH3:12].[Cl:13][C:14]1[CH:19]=[C:18](B(O)O)[CH:17]=[CH:16][N:15]=1.C(=O)([O-])[O-].[Na+].[Na+], predict the reaction product. The product is: [Cl:13][C:14]1[CH:19]=[C:18]([C:2]2[CH:7]=[CH:6][C:5]([N+:8]([O-:10])=[O:9])=[CH:4][C:3]=2[O:11][CH3:12])[CH:17]=[CH:16][N:15]=1. (7) Given the reactants [NH2:1][C:2]1[N:7]=[C:6]([NH2:8])[C:5]([OH:9])=[C:4]([CH2:10][CH3:11])[N:3]=1.O.[OH-].[Li+].[F:15][C:16]1[CH:25]=[C:24]2[C:19]([C:20]([O:27][CH2:28][CH2:29][CH2:30]Br)=[CH:21][C:22]([CH3:26])=[N:23]2)=[CH:18][CH:17]=1, predict the reaction product. The product is: [NH2:1][C:2]1[N:7]=[C:6]([NH2:8])[C:5]([O:9][CH2:30][CH2:29][CH2:28][O:27][C:20]2[C:19]3[C:24](=[CH:25][C:16]([F:15])=[CH:17][CH:18]=3)[N:23]=[C:22]([CH3:26])[CH:21]=2)=[C:4]([CH2:10][CH3:11])[N:3]=1.